Dataset: Catalyst prediction with 721,799 reactions and 888 catalyst types from USPTO. Task: Predict which catalyst facilitates the given reaction. (1) Reactant: [OH:1][C:2]1[CH:9]=[CH:8][C:7]([N:10]2[C:14]([C:15]([F:18])([F:17])[F:16])=[N:13][N:12]=[N:11]2)=[CH:6][C:3]=1[CH:4]=[O:5].Br[CH2:20][CH:21]1[CH2:23][CH2:22]1.[I-].[Na+].C(=O)([O-])[O-].[K+].[K+]. Product: [CH:21]1([CH2:20][O:1][C:2]2[CH:9]=[CH:8][C:7]([N:10]3[C:14]([C:15]([F:18])([F:17])[F:16])=[N:13][N:12]=[N:11]3)=[CH:6][C:3]=2[CH:4]=[O:5])[CH2:23][CH2:22]1. The catalyst class is: 18. (2) Reactant: [OH:1][C:2]1[CH:7]=[CH:6][C:5]([N:8]2[C:12]3[CH:13]=[CH:14][CH:15]=[CH:16][C:11]=3[N:10]=[C:9]2[NH:17]C(=O)C)=[CH:4][CH:3]=1.[H-].[Na+].[S:23]1[C:27]2[CH:28]=[CH:29][CH:30]=[CH:31][C:26]=2[N:25]=[C:24]1[NH:32][C:33]([C:35]1[CH:36]=[CH:37][CH:38]=[C:39]2[C:44]=1[CH2:43][N:42]([C:45]1[S:46][C:47]([CH2:55][CH2:56][CH2:57]I)=[C:48]([C:50]([O:52]CC)=[O:51])[N:49]=1)[CH2:41][CH2:40]2)=[O:34].[OH-].[Na+].Cl. Product: [NH2:17][C:9]1[N:8]([C:5]2[CH:4]=[CH:3][C:2]([O:1][CH2:57][CH2:56][CH2:55][C:47]3[S:46][C:45]([N:42]4[CH2:41][CH2:40][C:39]5[C:44](=[C:35]([C:33](=[O:34])[NH:32][C:24]6[S:23][C:27]7[CH:28]=[CH:29][CH:30]=[CH:31][C:26]=7[N:25]=6)[CH:36]=[CH:37][CH:38]=5)[CH2:43]4)=[N:49][C:48]=3[C:50]([OH:52])=[O:51])=[CH:7][CH:6]=2)[C:12]2[CH:13]=[CH:14][CH:15]=[CH:16][C:11]=2[N:10]=1. The catalyst class is: 3.